From a dataset of Peptide-MHC class I binding affinity with 185,985 pairs from IEDB/IMGT. Regression. Given a peptide amino acid sequence and an MHC pseudo amino acid sequence, predict their binding affinity value. This is MHC class I binding data. The peptide sequence is LVAPHMAMM. The MHC is HLA-A02:06 with pseudo-sequence HLA-A02:06. The binding affinity (normalized) is 0.631.